From a dataset of Catalyst prediction with 721,799 reactions and 888 catalyst types from USPTO. Predict which catalyst facilitates the given reaction. Reactant: [Cl:1][C:2]1[C:3]([S:9][C:10]2[CH:15]=[CH:14][C:13]([CH3:16])=[CH:12][CH:11]=2)=[C:4]([NH2:8])[CH:5]=[CH:6][CH:7]=1.[N:17]([O-])=O.[Na+].Cl[Sn]Cl.Cl. The catalyst class is: 6. Product: [ClH:1].[Cl:1][C:2]1[C:3]([S:9][C:10]2[CH:11]=[CH:12][C:13]([CH3:16])=[CH:14][CH:15]=2)=[C:4]([NH:8][NH2:17])[CH:5]=[CH:6][CH:7]=1.